Predict which catalyst facilitates the given reaction. From a dataset of Catalyst prediction with 721,799 reactions and 888 catalyst types from USPTO. (1) Reactant: Cl.[Br:2][C:3]1[CH:16]=[CH:15][C:6]([O:7][CH2:8][CH:9]2[CH2:14][CH2:13][NH:12][CH2:11][CH2:10]2)=[C:5]([F:17])[CH:4]=1.[O:18]1[C:20]([CH3:22])([CH3:21])[CH2:19]1.C([O-])([O-])=O.[K+].[K+]. Product: [Br:2][C:3]1[CH:16]=[CH:15][C:6]([O:7][CH2:8][CH:9]2[CH2:10][CH2:11][N:12]([CH2:19][C:20]([CH3:22])([OH:18])[CH3:21])[CH2:13][CH2:14]2)=[C:5]([F:17])[CH:4]=1. The catalyst class is: 88. (2) Reactant: CC(C)(C)C([O:5][C:6]1[CH:11]=[CH:10][C:9]([C:12]([C:30]2[CH:35]=[CH:34][C:33]([O:36]C(=O)C(C)(C)C)=[CH:32][CH:31]=2)=[C:13]([C:18]2[CH:23]=[CH:22][C:21]([O:24][CH2:25][CH2:26][N:27]([CH3:29])[CH3:28])=[CH:20][CH:19]=2)[CH2:14][CH2:15][CH2:16][CH3:17])=[CH:8][CH:7]=1)=O.[OH-].[Na+].C(O)(=O)CC(CC(O)=O)(C(O)=O)O. Product: [CH3:29][N:27]([CH3:28])[CH2:26][CH2:25][O:24][C:21]1[CH:20]=[CH:19][C:18]([C:13]([CH2:14][CH2:15][CH2:16][CH3:17])=[C:12]([C:9]2[CH:8]=[CH:7][C:6]([OH:5])=[CH:11][CH:10]=2)[C:30]2[CH:35]=[CH:34][C:33]([OH:36])=[CH:32][CH:31]=2)=[CH:23][CH:22]=1. The catalyst class is: 36. (3) Reactant: C(OC([N:8]1[CH2:13][CH2:12][N:11]([C:14]2[CH:15]=[N:16][C:17]([NH:20][C:21]3[N:22]=[CH:23][C:24]4[CH:30]=[C:29]([O:31][CH2:32][CH2:33][O:34][CH2:35][CH3:36])[C:28](=[O:37])[N:27]([CH:38]5[CH2:42][CH2:41][CH2:40][CH2:39]5)[C:25]=4[N:26]=3)=[CH:18][CH:19]=2)[CH2:10][CH2:9]1)=O)(C)(C)C.[ClH:43]. Product: [ClH:43].[CH:38]1([N:27]2[C:25]3[N:26]=[C:21]([NH:20][C:17]4[CH:18]=[CH:19][C:14]([N:11]5[CH2:12][CH2:13][NH:8][CH2:9][CH2:10]5)=[CH:15][N:16]=4)[N:22]=[CH:23][C:24]=3[CH:30]=[C:29]([O:31][CH2:32][CH2:33][O:34][CH2:35][CH3:36])[C:28]2=[O:37])[CH2:39][CH2:40][CH2:41][CH2:42]1. The catalyst class is: 158. (4) Reactant: [CH2:1]([O:8][CH2:9][CH2:10][CH2:11][C:12]([OH:14])=[O:13])[C:2]1[CH:7]=[CH:6][CH:5]=[CH:4][CH:3]=1.C(=O)=O.CC(C)=O.[CH2:22]=[C:23]([CH3:25])[CH3:24].OS(O)(=O)=O. Product: [C:23]([O:13][C:12](=[O:14])[CH2:11][CH2:10][CH2:9][O:8][CH2:1][C:2]1[CH:7]=[CH:6][CH:5]=[CH:4][CH:3]=1)([CH3:25])([CH3:24])[CH3:22]. The catalyst class is: 2. (5) Reactant: [C:1]([O:4][C:5]1[CH:10]=[CH:9][C:8]([C:11](Cl)=[O:12])=[CH:7][CH:6]=1)(=[O:3])[CH3:2].C(N(CC)CC)C.[CH3:21][S:22][C:23]1[N:24]=[C:25]([NH2:28])[S:26][CH:27]=1. Product: [C:1]([O:4][C:5]1[CH:10]=[CH:9][C:8]([C:11](=[O:12])[NH:28][C:25]2[S:26][CH:27]=[C:23]([S:22][CH3:21])[N:24]=2)=[CH:7][CH:6]=1)(=[O:3])[CH3:2]. The catalyst class is: 1. (6) Reactant: [H-].[Na+].[Br:3][C:4]1[CH:5]=[CH:6][C:7]([CH:10]2[CH2:14][CH2:13][N:12]([CH3:15])[C:11]2=[O:16])=[N:8][CH:9]=1.CN(C)C=[O:20]. Product: [Br:3][C:4]1[CH:5]=[CH:6][C:7]([C:10]2([OH:20])[CH2:14][CH2:13][N:12]([CH3:15])[C:11]2=[O:16])=[N:8][CH:9]=1. The catalyst class is: 13. (7) Reactant: [CH3:1][NH:2][CH3:3].[CH3:4][C:5]1[CH:10]=[CH:9][C:8]([S:11](Cl)(=[O:13])=[O:12])=[CH:7][C:6]=1[N+:15]([O-:17])=[O:16]. Product: [CH3:4][C:5]1[CH:10]=[CH:9][C:8]([S:11]([N:2]([CH3:3])[CH3:1])(=[O:12])=[O:13])=[CH:7][C:6]=1[N+:15]([O-:17])=[O:16]. The catalyst class is: 34. (8) Reactant: [Cl:1][C:2]1[N:7]=[C:6]2[C:8](I)=[CH:9][N:10]([C:11]([O:13][C:14]([CH3:17])([CH3:16])[CH3:15])=[O:12])[C:5]2=[CH:4][CH:3]=1.Cl.[NH2:20][C@H:21]1[CH2:26][CH2:25][CH2:24][CH2:23][C@@H:22]1[OH:27].CC1(C)C2C(=C(P(C3C=CC=CC=3)C3C=CC=CC=3)C=CC=2)[O:49][C:31]2C(P(C3C=CC=CC=3)C3C=CC=CC=3)=CC=CC1=2. Product: [Cl:1][C:2]1[N:7]=[C:6]2[C:8]([C:31](=[O:49])[NH:20][C@H:21]3[CH2:26][CH2:25][CH2:24][CH2:23][C@@H:22]3[OH:27])=[CH:9][N:10]([C:11]([O:13][C:14]([CH3:17])([CH3:16])[CH3:15])=[O:12])[C:5]2=[CH:4][CH:3]=1. The catalyst class is: 487. (9) Reactant: [Br:1][C:2]1[N:7]=[C:6]([CH:8]([C:12]2[CH:17]=[CH:16][C:15]([F:18])=[CH:14][CH:13]=2)[NH:9][CH:10]=O)[CH:5]=[CH:4][CH:3]=1. Product: [Br:1][C:2]1[N:7]2[CH:10]=[N:9][C:8]([C:12]3[CH:17]=[CH:16][C:15]([F:18])=[CH:14][CH:13]=3)=[C:6]2[CH:5]=[CH:4][CH:3]=1. The catalyst class is: 265. (10) Product: [CH3:3][C:2]1[NH:17][C:1](=[O:8])[O:7][C:5](=[O:6])[CH:4]=1. The catalyst class is: 8. Reactant: [C:1]1(=[O:8])[O:7][C:5](=[O:6])[CH:4]=[C:2]1[CH3:3].C(Cl)(Cl)Cl.C[Si]([N:17]=[N+]=[N-])(C)C.